Dataset: NCI-60 drug combinations with 297,098 pairs across 59 cell lines. Task: Regression. Given two drug SMILES strings and cell line genomic features, predict the synergy score measuring deviation from expected non-interaction effect. Drug 1: CC12CCC(CC1=CCC3C2CCC4(C3CC=C4C5=CN=CC=C5)C)O. Drug 2: CC1=CC2C(CCC3(C2CCC3(C(=O)C)OC(=O)C)C)C4(C1=CC(=O)CC4)C. Cell line: LOX IMVI. Synergy scores: CSS=5.72, Synergy_ZIP=-7.44, Synergy_Bliss=-11.3, Synergy_Loewe=-45.7, Synergy_HSA=-10.2.